From a dataset of Reaction yield outcomes from USPTO patents with 853,638 reactions. Predict the reaction yield, written as a fraction of the theoretical maximum amount of product (1.0 means a 100% yield; for example, 0.34 means a 34% yield). (1) The reactants are Cl.N[C@@H:3](CC1C=CC(Br)=CC=1)CCO.C(N(CC)C(C)C)(C)C.[C:24]([C:26]1[CH:27]=[C:28]([CH:32]=[CH:33][C:34]=1[O:35][CH:36]([CH3:38])[CH3:37])[C:29]([OH:31])=[O:30])#[N:25].CN(C(ON1N=NC2C=CC=CC1=2)=[N+](C)C)C.F[P-](F)(F)(F)(F)F. The catalyst is CN(C=O)C. The product is [C:24]([C:26]1[CH:27]=[C:28]([CH:32]=[CH:33][C:34]=1[O:35][CH:36]([CH3:38])[CH3:37])[C:29]([O:31][CH3:3])=[O:30])#[N:25]. The yield is 0.780. (2) The reactants are [C:1]([O:5][C:6](=[O:26])[N:7]([CH3:25])[C@H:8]([C:10](=[O:24])[NH:11][C@@H:12]1[C:18](=[O:19])[NH:17][C:16]2[CH:20]=[CH:21][CH:22]=[CH:23][C:15]=2[CH2:14][CH2:13]1)[CH3:9])([CH3:4])([CH3:3])[CH3:2].[Br:27][C:28]1[CH:38]=[CH:37][C:31]2[S:32][CH:33]=[C:34]([CH2:35]Cl)[C:30]=2[CH:29]=1. No catalyst specified. The product is [C:1]([O:5][C:6](=[O:26])[N:7]([C@H:8]([C:10](=[O:24])[NH:11][C@@H:12]1[C:18](=[O:19])[N:17]([CH2:35][C:34]2[C:30]3[CH:29]=[C:28]([Br:27])[CH:38]=[CH:37][C:31]=3[S:32][CH:33]=2)[C:16]2[CH:20]=[CH:21][CH:22]=[CH:23][C:15]=2[CH2:14][CH2:13]1)[CH3:9])[CH3:25])([CH3:4])([CH3:2])[CH3:3]. The yield is 0.560. (3) The reactants are [CH3:1][C:2]1([CH3:18])[CH2:6][CH2:5][N:4]([C:7]([O:9][CH2:10][C:11]2[CH:16]=[CH:15][CH:14]=[CH:13][CH:12]=2)=[O:8])[C:3]1=[O:17].[BH4-].[Na+].C(Cl)(Cl)Cl.[NH4+].[Cl-]. The catalyst is CO.CCOC(C)=O. The product is [OH:17][CH:3]1[C:2]([CH3:18])([CH3:1])[CH2:6][CH2:5][N:4]1[C:7]([O:9][CH2:10][C:11]1[CH:12]=[CH:13][CH:14]=[CH:15][CH:16]=1)=[O:8]. The yield is 0.960. (4) The catalyst is CCOCC. The yield is 0.300. The reactants are [Cl-].[CH3:2][O:3]C[P+](C1C=CC=CC=1)(C1C=CC=CC=1)C1C=CC=CC=1.C1([Li])C=CC=CC=1.C1CCCCC1.[Br:37][C:38]1[CH:45]=[CH:44][C:41]([CH:42]=O)=[C:40]([O:46][C:47]([F:50])([F:49])[F:48])[CH:39]=1. The product is [Br:37][C:38]1[CH:45]=[CH:44][C:41]([CH2:42][CH:2]=[O:3])=[C:40]([O:46][C:47]([F:50])([F:49])[F:48])[CH:39]=1.